This data is from Full USPTO retrosynthesis dataset with 1.9M reactions from patents (1976-2016). The task is: Predict the reactants needed to synthesize the given product. (1) Given the product [CH:1]([N:4]1[C:12]2[CH:11]=[C:10]([C:13]3[CH:14]=[N:15][NH:16][CH:17]=3)[CH:9]=[C:8]([C:18]([OH:20])=[O:19])[C:7]=2[CH:6]=[N:5]1)([CH3:3])[CH3:2], predict the reactants needed to synthesize it. The reactants are: [CH:1]([N:4]1[C:12]2[CH:11]=[C:10]([C:13]3[CH:14]=[N:15][NH:16][CH:17]=3)[CH:9]=[C:8]([C:18]([O:20]C)=[O:19])[C:7]=2[CH:6]=[N:5]1)([CH3:3])[CH3:2].O.O[Li].O. (2) Given the product [ClH:18].[NH2:9][CH:6]1[CH2:7][CH2:8][C:3]([CH2:1][CH3:2])([OH:17])[CH2:4][CH2:5]1, predict the reactants needed to synthesize it. The reactants are: [CH2:1]([C:3]1([OH:17])[CH2:8][CH2:7][CH:6]([NH:9]C(=O)OC(C)(C)C)[CH2:5][CH2:4]1)[CH3:2].[ClH:18].O1CCOCC1. (3) Given the product [Cl:27][C:15]1[CH:14]=[C:13]([O:12][CH2:11][CH2:10][CH2:9][OH:8])[C:18]2[B:19]([OH:26])[O:20][CH:21]([CH2:22][N+:23]([O-:25])=[O:24])[C:17]=2[CH:16]=1, predict the reactants needed to synthesize it. The reactants are: C([O:8][CH2:9][CH2:10][CH2:11][O:12][C:13]1[C:18]2[B:19]([OH:26])[O:20][CH:21]([CH2:22][N+:23]([O-:25])=[O:24])[C:17]=2[CH:16]=[C:15]([Cl:27])[CH:14]=1)C1C=CC=CC=1.Cl.[H][H].